From a dataset of Peptide-MHC class I binding affinity with 185,985 pairs from IEDB/IMGT. Regression. Given a peptide amino acid sequence and an MHC pseudo amino acid sequence, predict their binding affinity value. This is MHC class I binding data. (1) The MHC is Mamu-A20102 with pseudo-sequence Mamu-A20102. The peptide sequence is VHVASGFIE. The binding affinity (normalized) is 0.476. (2) The peptide sequence is GRSLEDDIR. The MHC is HLA-A03:01 with pseudo-sequence HLA-A03:01. The binding affinity (normalized) is 0.0847. (3) The peptide sequence is ARDNRRGL. The MHC is Mamu-B08 with pseudo-sequence Mamu-B08. The binding affinity (normalized) is 0.410. (4) The peptide sequence is ILSPFLPLL. The MHC is HLA-A02:02 with pseudo-sequence HLA-A02:02. The binding affinity (normalized) is 0.976. (5) The peptide sequence is HEGDIVPLF. The MHC is HLA-B44:02 with pseudo-sequence HLA-B44:02. The binding affinity (normalized) is 0.196.